Predict the product of the given reaction. From a dataset of Forward reaction prediction with 1.9M reactions from USPTO patents (1976-2016). (1) The product is: [O:17]1[C:21]2[CH:22]=[CH:23][C:24]([C:26]3([C:29]([NH:8][C:6]4[CH:5]=[CH:4][C:3]([CH3:9])=[C:2]([Cl:1])[N:7]=4)=[O:30])[CH2:27][CH2:28]3)=[CH:25][C:20]=2[O:19][CH2:18]1. Given the reactants [Cl:1][C:2]1[N:7]=[C:6]([NH2:8])[CH:5]=[CH:4][C:3]=1[CH3:9].CCN(CC)CC.[O:17]1[C:21]2[CH:22]=[CH:23][C:24]([C:26]3([C:29](Cl)=[O:30])[CH2:28][CH2:27]3)=[CH:25][C:20]=2[O:19][CH2:18]1, predict the reaction product. (2) Given the reactants [CH3:1][C:2]1[NH:3][C:4]2[C:9]([C:10]=1[CH3:11])=[CH:8][C:7]([O:12][C:13]1[C:22]3[C:17](=[CH:18][C:19]([OH:25])=[C:20]([O:23][CH3:24])[CH:21]=3)[N:16]=[CH:15][N:14]=1)=[CH:6][CH:5]=2.[N:26]1([CH2:31][CH2:32]O)[CH:30]=[N:29][CH:28]=[N:27]1, predict the reaction product. The product is: [CH3:1][C:2]1[NH:3][C:4]2[C:9]([C:10]=1[CH3:11])=[CH:8][C:7]([O:12][C:13]1[C:22]3[C:17](=[CH:18][C:19]([O:25][CH2:32][CH2:31][N:26]4[CH:30]=[N:29][CH:28]=[N:27]4)=[C:20]([O:23][CH3:24])[CH:21]=3)[N:16]=[CH:15][N:14]=1)=[CH:6][CH:5]=2. (3) Given the reactants [Cl:1][C:2]1[CH:19]=[CH:18][C:5]([C:6]([NH:8][C:9]2[CH:17]=[CH:16][C:12]([C:13]([OH:15])=[O:14])=[CH:11][CH:10]=2)=[O:7])=[CH:4][C:3]=1[NH:20][S:21]([C:24]1[CH:29]=[C:28]([Cl:30])[CH:27]=[CH:26][C:25]=1[Cl:31])(=[O:23])=[O:22].Cl[C:33]1C=CC(Cl)=C[C:34]=1S(Cl)(=O)=O, predict the reaction product. The product is: [CH2:33]([O:14][C:13](=[O:15])[C:12]1[CH:11]=[CH:10][C:9]([NH:8][C:6](=[O:7])[C:5]2[CH:18]=[CH:19][C:2]([Cl:1])=[C:3]([NH:20][S:21]([C:24]3[CH:29]=[C:28]([Cl:30])[CH:27]=[CH:26][C:25]=3[Cl:31])(=[O:22])=[O:23])[CH:4]=2)=[CH:17][CH:16]=1)[CH3:34]. (4) Given the reactants [CH:1]1([NH:4][C:5](=[O:40])[CH:6]([OH:39])[C@@H:7]([NH:11][C:12](=[O:38])[C@@H:13]([NH:25][C@@H:26]([C:31]2[CH:36]=[CH:35][C:34]([F:37])=[CH:33][CH:32]=2)[C:27]([F:30])([F:29])[F:28])[CH2:14][S:15]([CH2:18][C:19]2[CH:20]=[N:21][CH:22]=[CH:23][CH:24]=2)(=[O:17])=[O:16])[CH2:8][CH2:9][CH3:10])[CH2:3][CH2:2]1.[O-]S([O-])(=S)=O.[Na+].[Na+], predict the reaction product. The product is: [CH:1]1([NH:4][C:5](=[O:40])[C:6](=[O:39])[C@@H:7]([NH:11][C:12](=[O:38])[C@@H:13]([NH:25][C@@H:26]([C:31]2[CH:36]=[CH:35][C:34]([F:37])=[CH:33][CH:32]=2)[C:27]([F:28])([F:29])[F:30])[CH2:14][S:15]([CH2:18][C:19]2[CH:20]=[N:21][CH:22]=[CH:23][CH:24]=2)(=[O:16])=[O:17])[CH2:8][CH2:9][CH3:10])[CH2:3][CH2:2]1. (5) Given the reactants [OH:1][C:2]1[CH:3]=[C:4]([CH:9]=[CH:10][CH:11]=1)[C:5]([O:7][CH3:8])=[O:6].FC(F)(F)[C:14](O)=[O:15], predict the reaction product. The product is: [CH:14]([C:3]1[C:2]([OH:1])=[CH:11][CH:10]=[CH:9][C:4]=1[C:5]([O:7][CH3:8])=[O:6])=[O:15].[CH:14]([C:11]1[CH:10]=[CH:9][C:4]([C:5]([O:7][CH3:8])=[O:6])=[CH:3][C:2]=1[OH:1])=[O:15]. (6) Given the reactants Br[C:2]1[CH:7]=[N:6][C:5]2=[C:8]([NH:11][CH2:12][CH2:13][C:14]3[CH:19]=[CH:18][CH:17]=[CH:16][CH:15]=3)[S:9][N:10]=[C:4]2[CH:3]=1.[CH3:20][O:21][C:22]1[CH:23]=[C:24](B(O)O)[CH:25]=[CH:26][C:27]=1[O:28][CH3:29].C([O-])([O-])=O.[K+].[K+], predict the reaction product. The product is: [CH3:20][O:21][C:22]1[CH:23]=[C:24]([C:2]2[CH:7]=[N:6][C:5]3=[C:8]([NH:11][CH2:12][CH2:13][C:14]4[CH:19]=[CH:18][CH:17]=[CH:16][CH:15]=4)[S:9][N:10]=[C:4]3[CH:3]=2)[CH:25]=[CH:26][C:27]=1[O:28][CH3:29].